Dataset: Full USPTO retrosynthesis dataset with 1.9M reactions from patents (1976-2016). Task: Predict the reactants needed to synthesize the given product. Given the product [NH2:1][CH2:4][CH2:5][CH2:6][P:7](=[O:14])([O:8][CH2:9][CH3:10])[O:11][CH2:12][CH3:13], predict the reactants needed to synthesize it. The reactants are: [N:1]([CH2:4][CH2:5][CH2:6][P:7](=[O:14])([O:11][CH2:12][CH3:13])[O:8][CH2:9][CH3:10])=[N+]=[N-].[H][H].